Dataset: Full USPTO retrosynthesis dataset with 1.9M reactions from patents (1976-2016). Task: Predict the reactants needed to synthesize the given product. (1) Given the product [Br:1][C:2]1[CH:3]=[CH:4][C:5]([CH2:15][CH3:16])=[C:6]([CH:8]2[C:12](=[O:13])[CH2:11][CH2:10][C:9]2=[O:14])[CH:7]=1, predict the reactants needed to synthesize it. The reactants are: [Br:1][C:2]1[CH:3]=[CH:4][C:5]([CH2:15][CH3:16])=[C:6]([CH:8]2[C:12](=[O:13])[CH:11]=[CH:10][C:9]2=[O:14])[CH:7]=1. (2) Given the product [CH3:10][O:11][C:12](=[O:22])/[C:13](/[C:43]1[CH:48]=[CH:47][C:46]([N:49]2[C:53]([CH3:54])=[N:52][N:51]=[N:50]2)=[C:45]([C:55]([F:58])([F:57])[F:56])[CH:44]=1)=[CH:14]/[CH2:15][CH:16]1[CH2:20][CH2:19][CH2:18][CH2:17]1, predict the reactants needed to synthesize it. The reactants are: BrCCBr.C[Si](Cl)(C)C.[CH3:10][O:11][C:12](=[O:22])/[C:13](/I)=[CH:14]\[CH2:15][CH:16]1[CH2:20][CH2:19][CH2:18][CH2:17]1.C1(P(C2C=CC=CC=2)C2C=CC=CC=2)C=CC=CC=1.Br[C:43]1[CH:48]=[CH:47][C:46]([N:49]2[C:53]([CH3:54])=[N:52][N:51]=[N:50]2)=[C:45]([C:55]([F:58])([F:57])[F:56])[CH:44]=1.[Cl-].[NH4+]. (3) Given the product [C:7]([O:9][CH:10]([CH3:11])[CH2:14][O:19][CH3:20])(=[O:6])[CH3:8].[C:1]([O:6][CH:7]([O:9][CH2:10][CH2:11][CH2:12][CH3:13])[CH3:8])(=[O:5])[C:2]([CH3:4])=[CH2:3].[C:14]([O:19][CH2:20][CH:21]1[O:23][CH2:22]1)(=[O:18])[C:15]([CH3:17])=[CH2:16], predict the reactants needed to synthesize it. The reactants are: [C:1]([O:6][CH:7]([O:9][CH2:10][CH2:11][CH2:12][CH3:13])[CH3:8])(=[O:5])[C:2]([CH3:4])=[CH2:3].[C:14]([O:19][CH2:20][CH:21]1[O:23][CH2:22]1)(=[O:18])[C:15]([CH3:17])=[CH2:16].C(C(C)=O)C(C)C.N(C(C)(CC)C([O-])=O)=NC(C)(CC)C([O-])=O. (4) Given the product [F:23][C:20]1[CH:21]=[CH:22][C:16]2[O:15][CH2:14][CH:13]([CH2:12][NH:26][CH2:24][CH3:25])[O:18][C:17]=2[CH:19]=1, predict the reactants needed to synthesize it. The reactants are: CC1C=CC(S(O[CH2:12][CH:13]2[O:18][C:17]3[CH:19]=[C:20]([F:23])[CH:21]=[CH:22][C:16]=3[O:15][CH2:14]2)(=O)=O)=CC=1.[CH2:24]([NH2:26])[CH3:25]. (5) The reactants are: [NH2:1][C:2]1[N:11]=[C:10]([C:12]([N:14]2[CH2:22][C:21]3[C:16](=[CH:17][CH:18]=[CH:19][CH:20]=3)[CH2:15]2)=[O:13])[C:9]2[C:4](=[CH:5][CH:6]=[C:7]([C:23]3[CH:30]=[CH:29][CH:28]=[CH:27][C:24]=3[CH:25]=O)[CH:8]=2)[N:3]=1.[NH:31]1[CH2:35][CH2:34][CH:33]([NH:36]C(=O)OC(C)(C)C)[CH2:32]1.C(O)(=O)C.C(O[BH-](OC(=O)C)OC(=O)C)(=O)C.[Na+]. Given the product [NH2:1][C:2]1[N:11]=[C:10]([C:12]([N:14]2[CH2:15][C:16]3[C:21](=[CH:20][CH:19]=[CH:18][CH:17]=3)[CH2:22]2)=[O:13])[C:9]2[C:4](=[CH:5][CH:6]=[C:7]([C:23]3[CH:30]=[CH:29][CH:28]=[CH:27][C:24]=3[CH2:25][N:31]3[CH2:35][CH2:34][CH:33]([NH2:36])[CH2:32]3)[CH:8]=2)[N:3]=1, predict the reactants needed to synthesize it. (6) Given the product [F:1][C:2]([F:32])([F:31])[S:3]([O:6][C:7]1[CH2:12][CH2:11][CH2:10][CH2:9][C:8]=1[C:13]1[CH:18]=[C:17]([Cl:33])[CH:16]=[CH:15][C:14]=1[O:23][CH3:24])(=[O:5])=[O:4], predict the reactants needed to synthesize it. The reactants are: [F:1][C:2]([F:32])([F:31])[S:3]([O:6][C:7]1[CH2:12][CH2:11][CH2:10][CH2:9][C:8]=1[C:13]1[CH:18]=[C:17](C(F)(F)F)[CH:16]=[CH:15][C:14]=1[O:23][CH2:24]C1C=CC=CC=1)(=[O:5])=[O:4].[Cl:33]C1C=CC(OC)=C(C2CCCCC2=O)C=1. (7) Given the product [C:11]([O:15][C:16]([N:18]1[CH2:24][CH2:23][CH2:22][CH:21]([N:25]([C:1](=[O:3])[CH3:2])[CH2:26][C:27]2[CH:28]=[C:29]([C:37]([F:40])([F:38])[F:39])[CH:30]=[C:31]([C:33]([F:36])([F:34])[F:35])[CH:32]=2)[C:20]2[CH:41]=[C:42]([C:45]([F:48])([F:46])[F:47])[CH:43]=[CH:44][C:19]1=2)=[O:17])([CH3:14])([CH3:12])[CH3:13], predict the reactants needed to synthesize it. The reactants are: [C:1](Cl)(=[O:3])[CH3:2].N1C=CC=CC=1.[C:11]([O:15][C:16]([N:18]1[CH2:24][CH2:23][CH2:22][CH:21]([NH:25][CH2:26][C:27]2[CH:32]=[C:31]([C:33]([F:36])([F:35])[F:34])[CH:30]=[C:29]([C:37]([F:40])([F:39])[F:38])[CH:28]=2)[C:20]2[CH:41]=[C:42]([C:45]([F:48])([F:47])[F:46])[CH:43]=[CH:44][C:19]1=2)=[O:17])([CH3:14])([CH3:13])[CH3:12].